Dataset: Catalyst prediction with 721,799 reactions and 888 catalyst types from USPTO. Task: Predict which catalyst facilitates the given reaction. (1) Reactant: [C:1]1([S:7]([NH:10][C:11](=[S:20])[CH:12]=[CH:13]C2C=CC=CC=2)(=[O:9])=[O:8])[CH:6]=[CH:5][CH:4]=[CH:3][CH:2]=1.[C:21]1(C)[CH:26]=[CH:25][CH:24]=[CH:23][CH:22]=1.S(Cl)(Cl)=O. Product: [C:1]1([S:7]([N:10]=[C:11]([S:20][C:21]2[CH:22]=[CH:23][CH:24]=[CH:25][CH:26]=2)[CH:12]=[CH:13][S:7][C:1]2[CH:6]=[CH:5][CH:4]=[CH:3][CH:2]=2)(=[O:8])=[O:9])[CH:2]=[CH:3][CH:4]=[CH:5][CH:6]=1. The catalyst class is: 338. (2) Reactant: Cl[C:2]1[S:6][N:5]=[C:4]([CH2:7][Cl:8])[N:3]=1.[CH3:9][NH:10][CH3:11]. Product: [CH3:9][N:10]([C:2]1[S:6][N:5]=[C:4]([CH2:7][Cl:8])[N:3]=1)[CH3:11]. The catalyst class is: 1.